This data is from Reaction yield outcomes from USPTO patents with 853,638 reactions. The task is: Predict the reaction yield, written as a fraction of the theoretical maximum amount of product (1.0 means a 100% yield; for example, 0.34 means a 34% yield). (1) No catalyst specified. The product is [CH3:25][N:24]([CH3:26])[CH2:23][C@H:11]([NH:10][S:7]([C:5]1[S:6][C:2]([C:28]#[C:27][C:29]2[CH:34]=[CH:33][C:32]([CH3:35])=[CH:31][CH:30]=2)=[CH:3][CH:4]=1)(=[O:9])=[O:8])[CH2:12][C:13]([O:15][CH2:16][C:17]1[CH:22]=[CH:21][CH:20]=[CH:19][CH:18]=1)=[O:14]. The reactants are Br[C:2]1[S:6][C:5]([S:7]([NH:10][C@@H:11]([CH2:23][N:24]([CH3:26])[CH3:25])[CH2:12][C:13]([O:15][CH2:16][C:17]2[CH:22]=[CH:21][CH:20]=[CH:19][CH:18]=2)=[O:14])(=[O:9])=[O:8])=[CH:4][CH:3]=1.[C:27]([C:29]1[CH:34]=[CH:33][C:32]([CH3:35])=[CH:31][CH:30]=1)#[CH:28]. The yield is 0.890. (2) The reactants are [NH2:1][C:2]1[C:11]([N+:12]([O-:14])=[O:13])=[CH:10][C:5]([C:6]([O:8][CH3:9])=[O:7])=[CH:4][C:3]=1[NH:15][CH2:16][CH3:17].[CH:18](O)=O. The catalyst is CCOC(C)=O. The product is [CH2:16]([N:15]1[C:3]2[CH:4]=[C:5]([C:6]([O:8][CH3:9])=[O:7])[CH:10]=[C:11]([N+:12]([O-:14])=[O:13])[C:2]=2[N:1]=[CH:18]1)[CH3:17]. The yield is 0.790. (3) The reactants are Br[C:2]1(Br)[C:10]2[C:5](=[N:6][CH:7]=[C:8]([Br:11])[CH:9]=2)[NH:4][C:3]1=[O:12]. The catalyst is C(O)(=O)C.[Zn]. The product is [Br:11][C:8]1[CH:9]=[C:10]2[CH2:2][C:3](=[O:12])[NH:4][C:5]2=[N:6][CH:7]=1. The yield is 0.720. (4) The reactants are [CH3:1][C:2]1[C:3]([N+:9]([O-:11])=[O:10])=[C:4]([CH:6]=[CH:7][CH:8]=1)[NH2:5].[Br:12]N1C(=O)CCC1=O.O. The catalyst is C(O)(=O)C. The product is [Br:12][C:8]1[CH:7]=[CH:6][C:4]([NH2:5])=[C:3]([N+:9]([O-:11])=[O:10])[C:2]=1[CH3:1]. The yield is 0.870.